Dataset: Reaction yield outcomes from USPTO patents with 853,638 reactions. Task: Predict the reaction yield, written as a fraction of the theoretical maximum amount of product (1.0 means a 100% yield; for example, 0.34 means a 34% yield). (1) The reactants are [CH2:1]([OH:4])[CH2:2][OH:3].[H-].[Na+].[Cl:7][C:8]1[N:9]=[N:10][C:11]([Cl:15])=[CH:12][C:13]=1Cl.BrC1C(Cl)=C(Cl)N=NC=1. The catalyst is O1CCCC1. The product is [Cl:7][C:8]1[N:9]=[N:10][C:11]([Cl:15])=[CH:12][C:13]=1[O:3][CH2:2][CH2:1][OH:4]. The yield is 0.830. (2) The reactants are CS(C)=O.[CH3:5][N:6]([CH3:12])[C@H:7]1[CH2:11][CH2:10][NH:9][CH2:8]1.[C:13]([C:15]1[C:20]2[N:21]=[C:22]([C:24]([N:26]([CH2:28][CH2:29][O:30][CH3:31])[CH3:27])=[O:25])[O:23][C:19]=2[C:18](F)=[C:17]([C:33]2[CH:38]=[CH:37][CH:36]=[CH:35][CH:34]=2)[C:16]=1[CH3:39])#[N:14].C(N(CC)CC)C. The catalyst is [Cl-].[Na+].O. The product is [C:13]([C:15]1[C:20]2[N:21]=[C:22]([C:24]([N:26]([CH2:28][CH2:29][O:30][CH3:31])[CH3:27])=[O:25])[O:23][C:19]=2[C:18]([N:9]2[CH2:10][CH2:11][C@H:7]([N:6]([CH3:12])[CH3:5])[CH2:8]2)=[C:17]([C:33]2[CH:34]=[CH:35][CH:36]=[CH:37][CH:38]=2)[C:16]=1[CH3:39])#[N:14]. The yield is 0.530. (3) The reactants are C(C(CC(CC)CO)CO)C.[OH-].[K+].[H][H].[K+].[K+].[CH2:18]([CH:20]([CH2:24][CH:25]([CH2:29][CH3:30])[C:26]([O-:28])=[O:27])[C:21]([O-:23])=[O:22])[CH3:19].S(=O)(=O)(O)O. The catalyst is O.[Ni]. The product is [CH2:18]([CH:20]([CH2:24][CH:25]([CH2:29][CH3:30])[C:26]([OH:28])=[O:27])[C:21]([OH:23])=[O:22])[CH3:19]. The yield is 0.791. (4) The reactants are [C:1]1([C:7]2[N:8]=[C:9]([NH:12][C:13]3[N:18]=[CH:17][C:16]([S:19][CH2:20][CH:21]4[CH2:26][CH2:25][N:24](C(OC(C)(C)C)=O)[CH2:23][CH2:22]4)=[C:15]([O:34][C:35]4[CH:44]=[CH:43][CH:42]=[C:41]5[C:36]=4[CH:37]=[CH:38][CH:39]=[N:40]5)[CH:14]=3)[S:10][CH:11]=2)[CH:6]=[CH:5][CH:4]=[CH:3][CH:2]=1.C(O)(C(F)(F)F)=O.C(Cl)[Cl:53]. No catalyst specified. The product is [ClH:53].[ClH:53].[C:1]1([C:7]2[N:8]=[C:9]([NH:12][C:13]3[CH:14]=[C:15]([O:34][C:35]4[CH:44]=[CH:43][CH:42]=[C:41]5[C:36]=4[CH:37]=[CH:38][CH:39]=[N:40]5)[C:16]([S:19][CH2:20][CH:21]4[CH2:26][CH2:25][NH:24][CH2:23][CH2:22]4)=[CH:17][N:18]=3)[S:10][CH:11]=2)[CH:6]=[CH:5][CH:4]=[CH:3][CH:2]=1. The yield is 0.393. (5) The reactants are [F:1][C:2]1[CH:7]=[CH:6][CH:5]=[C:4]([F:8])[C:3]=1[N:9]1[C:14]2[N:15]=[C:16](S(C)=O)[N:17]=[C:18]([C:19]3[CH:20]=[C:21]([CH:28]=[CH:29][C:30]=3[CH3:31])[C:22]([NH:24][CH2:25][CH2:26][CH3:27])=[O:23])[C:13]=2[CH2:12][NH:11][C:10]1=[O:35].[CH3:36][N:37]1[CH2:42][CH2:41][NH:40][CH2:39][CH2:38]1. The catalyst is C(Cl)Cl. The product is [F:1][C:2]1[CH:7]=[CH:6][CH:5]=[C:4]([F:8])[C:3]=1[N:9]1[C:14]2[N:15]=[C:16]([N:40]3[CH2:41][CH2:42][N:37]([CH3:36])[CH2:38][CH2:39]3)[N:17]=[C:18]([C:19]3[CH:20]=[C:21]([CH:28]=[CH:29][C:30]=3[CH3:31])[C:22]([NH:24][CH2:25][CH2:26][CH3:27])=[O:23])[C:13]=2[CH2:12][NH:11][C:10]1=[O:35]. The yield is 0.600. (6) The product is [C:5]([NH:13][C:12]1[CH:11]=[C:10]([C:8]#[CH:9])[CH:16]=[CH:15][CH:14]=1)(=[O:7])[CH3:6]. The catalyst is CN(C)C1C=CN=CC=1.O1CCCC1. The yield is 0.960. The reactants are C(O[C:5](=[O:7])[CH3:6])(=O)C.[C:8]([C:10]1[CH:11]=[C:12]([CH:14]=[CH:15][CH:16]=1)[NH2:13])#[CH:9].O.